This data is from Forward reaction prediction with 1.9M reactions from USPTO patents (1976-2016). The task is: Predict the product of the given reaction. (1) Given the reactants C(O)(=O)C.[Cl:5][C:6]1[CH:7]=[C:8]([C:11]2[N:12]=[C:13]([NH:22][C:23](=[O:32])[C:24]3[CH:29]=[CH:28][N:27]=[C:26]([O:30][CH3:31])[CH:25]=3)[S:14][C:15]=2[N:16]2[CH2:21][CH2:20][NH:19][CH2:18][CH2:17]2)[S:9][CH:10]=1.[CH:33](=O)[C:34]1[CH:39]=[CH:38][CH:37]=[CH:36][CH:35]=1.C(O[BH-](OC(=O)C)OC(=O)C)(=O)C.[Na+].C([O-])(O)=O.[Na+].[OH-].[Na+], predict the reaction product. The product is: [ClH:5].[CH2:33]([N:19]1[CH2:20][CH2:21][N:16]([C:15]2[S:14][C:13]([NH:22][C:23](=[O:32])[C:24]3[CH:29]=[CH:28][N:27]=[C:26]([O:30][CH3:31])[CH:25]=3)=[N:12][C:11]=2[C:8]2[S:9][CH:10]=[C:6]([Cl:5])[CH:7]=2)[CH2:17][CH2:18]1)[C:34]1[CH:39]=[CH:38][CH:37]=[CH:36][CH:35]=1. (2) The product is: [Cl:18][C:19]1[CH:20]=[C:21]([C:2]2[CH:3]=[C:4]3[C:11]4([N:15]=[C:14]([NH2:16])[C:13]([CH3:17])=[N:12]4)[CH2:10][CH2:9][O:8][C:5]3=[CH:6][CH:7]=2)[CH:22]=[C:23]([Cl:25])[CH:24]=1. Given the reactants Br[C:2]1[CH:3]=[C:4]2[C:11]3([N:15]=[C:14]([NH2:16])[C:13]([CH3:17])=[N:12]3)[CH2:10][CH2:9][O:8][C:5]2=[CH:6][CH:7]=1.[Cl:18][C:19]1[CH:20]=[C:21](B(O)O)[CH:22]=[C:23]([Cl:25])[CH:24]=1.C([O-])([O-])=O.[K+].[K+], predict the reaction product. (3) Given the reactants [Br:1]N1C(=O)CCC1=O.[Br:9][C:10]1[N:11]=[C:12]([CH3:26])[O:13][C:14]=1[C:15]1[CH:20]=[CH:19][C:18]([O:21][C:22]([F:25])([F:24])[F:23])=[CH:17][CH:16]=1, predict the reaction product. The product is: [Br:9][C:10]1[N:11]=[C:12]([CH2:26][Br:1])[O:13][C:14]=1[C:15]1[CH:16]=[CH:17][C:18]([O:21][C:22]([F:23])([F:25])[F:24])=[CH:19][CH:20]=1. (4) Given the reactants [F:1][C:2]1[CH:7]=[C:6]([B:8]2[O:12][C:11]([CH3:14])([CH3:13])[C:10]([CH3:16])([CH3:15])[O:9]2)[CH:5]=[CH:4][C:3]=1[OH:17].Br[CH2:19][CH2:20][CH2:21][CH2:22][C:23]([O:25][CH2:26][CH3:27])=[O:24].C([O-])([O-])=O.[Cs+].[Cs+], predict the reaction product. The product is: [CH2:26]([O:25][C:23](=[O:24])[CH2:22][CH2:21][CH2:20][CH2:19][O:17][C:3]1[CH:4]=[CH:5][C:6]([B:8]2[O:12][C:11]([CH3:13])([CH3:14])[C:10]([CH3:16])([CH3:15])[O:9]2)=[CH:7][C:2]=1[F:1])[CH3:27]. (5) Given the reactants [F:1][C:2]([F:11])([F:10])[C:3]1[C:4]([NH2:9])=[N:5][CH:6]=[CH:7][CH:8]=1.[Br:12]Br.O, predict the reaction product. The product is: [Br:12][C:7]1[CH:8]=[C:3]([C:2]([F:1])([F:10])[F:11])[C:4]([NH2:9])=[N:5][CH:6]=1. (6) Given the reactants C1(P(C2C=CC=CC=2)C2C3OC4C(=CC=CC=4P(C4C=CC=CC=4)C4C=CC=CC=4)C(C)(C)C=3C=CC=2)C=CC=CC=1.Cl.Br[C:45]1[CH:50]=[CH:49][N:48]=[CH:47][CH:46]=1.[Cl:51][C:52]1[CH:53]=[C:54]([NH:58][C:59]([C:61]2[N:62]=[C:63]([CH3:67])[S:64][C:65]=2[NH2:66])=[O:60])[CH:55]=[CH:56][CH:57]=1.C(=O)([O-])[O-].[Cs+].[Cs+], predict the reaction product. The product is: [Cl:51][C:52]1[CH:53]=[C:54]([NH:58][C:59]([C:61]2[N:62]=[C:63]([CH3:67])[S:64][C:65]=2[NH:66][C:45]2[CH:50]=[CH:49][N:48]=[CH:47][CH:46]=2)=[O:60])[CH:55]=[CH:56][CH:57]=1.